From a dataset of Forward reaction prediction with 1.9M reactions from USPTO patents (1976-2016). Predict the product of the given reaction. (1) Given the reactants [Br:1][C:2]1[CH:3]=[C:4]([C:11]([N:13]2[CH2:18][CH2:17][O:16][C:15]3[CH:19]=[N:20][CH:21]=[CH:22][C:14]2=3)=[O:12])[CH:5]=[C:6]([Br:10])[C:7]=1[O:8]C.B(Br)(Br)Br.C(=O)([O-])O.[Na+], predict the reaction product. The product is: [Br:1][C:2]1[CH:3]=[C:4]([C:11]([N:13]2[CH2:18][CH2:17][O:16][C:15]3[CH:19]=[N:20][CH:21]=[CH:22][C:14]2=3)=[O:12])[CH:5]=[C:6]([Br:10])[C:7]=1[OH:8]. (2) Given the reactants [CH3:1][C:2]1([CH3:22])[CH:14]=[C:13]2[C:5](=[C:6]3[C:11](=[CH:12]2)[CH:10]=[CH:9][C:8]2[CH:15]=[CH:16][C:17](B(O)O)=[CH:18][C:7]3=2)[CH:4]=[CH:3]1.Br[C:24]1[CH:25]=[C:26]([C:31]2[N:36]=[C:35]([C:37]3[CH:42]=[CH:41][CH:40]=[CH:39][CH:38]=3)[N:34]=[C:33]([C:43]3[CH:48]=[CH:47][CH:46]=[CH:45][CH:44]=3)[N:32]=2)[CH:27]=[C:28](Br)[CH:29]=1.C([O-])([O-])=O.[K+].[K+].[N:55]1[CH:60]=[CH:59][CH:58]=[CH:57][C:56]=1[C:61]1[CH:66]=[CH:65][C:64](B(O)O)=[CH:63][CH:62]=1, predict the reaction product. The product is: [CH3:1][C:2]1([CH3:22])[CH:14]=[C:13]2[C:5](=[C:6]3[C:11](=[CH:12]2)[CH:10]=[CH:9][C:8]2[CH:15]=[CH:16][C:17]([C:24]4[CH:25]=[C:26]([C:31]5[N:36]=[C:35]([C:37]6[CH:42]=[CH:41][CH:40]=[CH:39][CH:38]=6)[N:34]=[C:33]([C:43]6[CH:48]=[CH:47][CH:46]=[CH:45][CH:44]=6)[N:32]=5)[CH:27]=[C:28]([C:64]5[CH:63]=[CH:62][C:61]([C:56]6[CH:57]=[CH:58][CH:59]=[CH:60][N:55]=6)=[CH:66][CH:65]=5)[CH:29]=4)=[CH:18][C:7]3=2)[CH:4]=[CH:3]1. (3) Given the reactants [Br:1][C:2]1[CH:7]=[CH:6][C:5](B(O)O)=[CH:4][CH:3]=1.[F:11][C:12]1[CH:17]=[CH:16][C:15]([CH2:18][C:19]([NH:21][C:22]2[CH:26]=[CH:25][NH:24][C:23]=2[C:27]([O:29][CH2:30][CH3:31])=[O:28])=[O:20])=[CH:14][CH:13]=1.N1C=CC=CC=1, predict the reaction product. The product is: [Br:1][C:2]1[CH:7]=[CH:6][C:5]([N:24]2[CH:25]=[CH:26][C:22]([NH:21][C:19](=[O:20])[CH2:18][C:15]3[CH:16]=[CH:17][C:12]([F:11])=[CH:13][CH:14]=3)=[C:23]2[C:27]([O:29][CH2:30][CH3:31])=[O:28])=[CH:4][CH:3]=1.